Dataset: Experimentally validated miRNA-target interactions with 360,000+ pairs, plus equal number of negative samples. Task: Binary Classification. Given a miRNA mature sequence and a target amino acid sequence, predict their likelihood of interaction. The protein sequence of the target gene is MNPRGLFQDFNPSKFLIYTCLLLFSVLLPLRLDGIIQWSYWAVFAPIWLWKLLVVAGASVGAGVWARNPRYRTEGEACVEFKAMLIAVGIHLLLLMFEVLVCDRVERGTHFWLLVFMPLFFVSPVSVAACVWGFRHDRSLELEILCSVNILQFIFIALKLDRIIHWPWLVVFVPLWILMSFLCLVVLYYIVWSLLFLRSLDVVAEQRRTHVTMAISWITIVVPLLTFEVLLVHRLDGHNTFSYVSIFVPLWLSLLTLMATTFRRKGGNHWWFGIRRDFCQFLLEIFPFLREYGNISYDLH.... Result: 0 (no interaction). The miRNA is dme-miR-276a-3p with sequence UAGGAACUUCAUACCGUGCUCU.